This data is from Forward reaction prediction with 1.9M reactions from USPTO patents (1976-2016). The task is: Predict the product of the given reaction. (1) Given the reactants C(=O)([O-])[O-].[K+].[K+].C([NH:15][C:16]([NH:18][C:19]1[CH:24]=[C:23]([CH2:25][CH2:26][C:27]2[CH:32]=[CH:31][CH:30]=[CH:29][C:28]=2[O:33][CH3:34])[CH:22]=[CH:21][N:20]=1)=[O:17])(=O)C1C=CC=CC=1.Cl, predict the reaction product. The product is: [CH3:34][O:33][C:28]1[CH:29]=[CH:30][CH:31]=[CH:32][C:27]=1[CH2:26][CH2:25][C:23]1[CH:22]=[CH:21][N:20]=[C:19]([NH:18][C:16]([NH2:15])=[O:17])[CH:24]=1. (2) Given the reactants [CH2:1]([O:8][N:9]1[C:15](=[O:16])[N:14]2[CH2:17][CH:10]1[CH2:11][CH2:12][CH:13]2[C:18]([OH:20])=O)[C:2]1[CH:7]=[CH:6][CH:5]=[CH:4][CH:3]=1.[CH3:21][N:22]([C:24]([O:26][C:27]([CH3:30])([CH3:29])[CH3:28])=[O:25])[NH2:23].[I-].ClC1C=CC=C[N+]=1C.C(=O)(O)[O-].[Na+], predict the reaction product. The product is: [CH2:1]([O:8][N:9]1[C:15](=[O:16])[N:14]2[CH2:17][CH:10]1[CH2:11][CH2:12][CH:13]2[C:18]([NH:23][N:22]([CH3:21])[C:24]([O:26][C:27]([CH3:30])([CH3:29])[CH3:28])=[O:25])=[O:20])[C:2]1[CH:3]=[CH:4][CH:5]=[CH:6][CH:7]=1. (3) Given the reactants [F-:1].[K+].[F:3][C:4]([C:12]([F:15])([F:14])[F:13])([C:8]([F:11])([F:10])[F:9])[C:5]([F:7])=O.S([O:21][CH3:22])(OC)(=O)=O, predict the reaction product. The product is: [C:4]([C:5]([O:21][CH3:22])([F:1])[F:7])([C:12]([F:15])([F:14])[F:13])([C:8]([F:11])([F:10])[F:9])[F:3]. (4) Given the reactants Br[C:2]1[CH:3]=[CH:4][C:5]2[N:9]=[C:8]([C:10]3[CH:15]=[CH:14][C:13]([C:16]4[CH:21]=[CH:20][CH:19]=[CH:18][C:17]=4[F:22])=[CH:12][CH:11]=3)[NH:7][C:6]=2[CH:23]=1.[CH3:24][S:25]([O-:27])=[O:26].[Na+].N[C@@H]1CCCC[C@H]1N, predict the reaction product. The product is: [F:22][C:17]1[CH:18]=[CH:19][CH:20]=[CH:21][C:16]=1[C:13]1[CH:14]=[CH:15][C:10]([C:8]2[NH:7][C:6]3[CH:23]=[C:2]([S:25]([CH3:24])(=[O:27])=[O:26])[CH:3]=[CH:4][C:5]=3[N:9]=2)=[CH:11][CH:12]=1. (5) Given the reactants [C:1]1(C)[C:2]([S:7]([NH:10][C:11]2[CH:15]=[C:14]([C:16]3[CH:21]=[CH:20][C:19](C)=[CH:18][CH:17]=3)[S:13][C:12]=2[C:23]([OH:25])=O)(=[O:9])=[O:8])=[CH:3][CH:4]=[CH:5][CH:6]=1.[CH3:27]N(C(ON1N=NC2C=CC=NC1=2)=[N+](C)C)C.F[P-](F)(F)(F)(F)F.Cl.[CH3:52][O:53][C:54](=[O:57])[CH2:55][NH2:56].N1C(C)=CC(C)=CC=1C, predict the reaction product. The product is: [CH3:52][O:53][C:54](=[O:57])[CH2:55][NH:56][C:23]([C:12]1[S:13][C:14]([C:16]2[CH:21]=[CH:20][CH:19]=[CH:18][CH:17]=2)=[CH:15][C:11]=1[NH:10][S:7]([C:2]1[CH:1]=[CH:6][C:5]([CH3:27])=[CH:4][CH:3]=1)(=[O:9])=[O:8])=[O:25]. (6) Given the reactants Br[C:2]1[S:6][C:5]([C:7]2[CH:12]=[CH:11][CH:10]=[C:9](OC)[CH:8]=2)=[N:4][CH:3]=1.[CH3:15][O:16][C:17]1[CH:22]=[CH:21][C:20](B(O)O)=[CH:19][CH:18]=1.CCCCCC.[C:32](OCC)(=[O:34])C, predict the reaction product. The product is: [CH3:15][O:16][C:17]1[CH:22]=[C:21]([C:2]2[S:6][C:5]([C:7]3[CH:8]=[CH:9][C:10]([O:34][CH3:32])=[CH:11][CH:12]=3)=[N:4][CH:3]=2)[CH:20]=[CH:19][CH:18]=1. (7) Given the reactants [Br:1][C:2]1[CH:7]=[C:6]([Cl:8])[C:5]([N:9]2[CH:18]=[C:12]3[CH:13]=[N:14][CH:15]=[C:16]([F:17])[C:11]3=[N:10]2)=[C:4]([Cl:19])[CH:3]=1.ClC1C=CC=C(C(OO)=[O:28])C=1, predict the reaction product. The product is: [Br:1][C:2]1[CH:7]=[C:6]([Cl:8])[C:5]([N:9]2[CH:18]=[C:12]3[CH:13]=[N+:14]([O-:28])[CH:15]=[C:16]([F:17])[C:11]3=[N:10]2)=[C:4]([Cl:19])[CH:3]=1.